This data is from Full USPTO retrosynthesis dataset with 1.9M reactions from patents (1976-2016). The task is: Predict the reactants needed to synthesize the given product. (1) Given the product [CH3:1][O:2][C:3]1[CH:8]=[C:7]([NH2:9])[CH:6]=[C:5]([N:12]2[CH2:16][CH2:15][CH2:14][C@@H:13]2[CH3:17])[CH:4]=1, predict the reactants needed to synthesize it. The reactants are: [CH3:1][O:2][C:3]1[CH:4]=[C:5]([N:12]2[CH2:16][CH2:15][CH2:14][C@@H:13]2[CH3:17])[CH:6]=[C:7]([N+:9]([O-])=O)[CH:8]=1.Cl. (2) The reactants are: [C:1]([O:5][C:6]([NH:8][C:9]1[CH:14]=[CH:13][C:12]([NH2:15])=[CH:11][CH:10]=1)=[O:7])([CH3:4])([CH3:3])[CH3:2].C(N(CC)CC)C.[Cl-].ClC1N(C)CC[NH+]1C.[CH3:32][O:33][C:34]1[C:35](=[O:58])[C:36]([CH3:57])=[C:37]([CH2:43][C:44]2[CH:45]=[CH:46][C:47]([O:53][C:54](=[O:56])[CH3:55])=[C:48]([CH:52]=2)[C:49](O)=[O:50])[C:38](=[O:42])[C:39]=1[O:40][CH3:41]. Given the product [CH3:32][O:33][C:34]1[C:35](=[O:58])[C:36]([CH3:57])=[C:37]([CH2:43][C:44]2[CH:45]=[CH:46][C:47]([O:53][C:54](=[O:56])[CH3:55])=[C:48]([CH:52]=2)[C:49]([NH:15][C:12]2[CH:11]=[CH:10][C:9]([NH:8][C:6]([O:5][C:1]([CH3:4])([CH3:2])[CH3:3])=[O:7])=[CH:14][CH:13]=2)=[O:50])[C:38](=[O:42])[C:39]=1[O:40][CH3:41], predict the reactants needed to synthesize it.